Dataset: Tyrosyl-DNA phosphodiesterase HTS with 341,365 compounds. Task: Binary Classification. Given a drug SMILES string, predict its activity (active/inactive) in a high-throughput screening assay against a specified biological target. (1) The molecule is O(c1c(C(C)C)ccc(c1)C)CC(=O)Nc1cc(c2oc3c(n2)nccc3)ccc1. The result is 0 (inactive). (2) The result is 0 (inactive). The molecule is O1\C(=C/C[N+](C)(C)C)COC1. (3) The molecule is S=C(N(CCCC)CC)Nc1cc2c(=O)n3CCCCCc3nc2cc1. The result is 0 (inactive). (4) The compound is O1CC2C(C3(N(C2c2c1cc(OC)cc2)C(=O)CN(C3=O)Cc1ccc(OC)cc1)C)C(OCC)=O. The result is 0 (inactive). (5) The molecule is s1c(c(c2ccc(OCCN3CCCCC3)cc2)c2c1ccc(OC)c2)c1cc(OC)cc(OC)c1. The result is 0 (inactive). (6) The molecule is Brc1sc(S(=O)(=O)n2nccc2)cc1. The result is 0 (inactive). (7) The drug is Clc1ccc(c2oc(=O)c3c(nn(c3N)c3ccccc3)c2C)cc1. The result is 1 (active). (8) The compound is S(=O)(=O)(C(C(=O)c1cc2OCCOc2cc1)C)c1ccc(cc1)C. The result is 0 (inactive).